From a dataset of Full USPTO retrosynthesis dataset with 1.9M reactions from patents (1976-2016). Predict the reactants needed to synthesize the given product. Given the product [N+:15]([C:12]1[CH:11]=[CH:10][C:9]([C:23]#[C:22][Si:19]([CH3:21])([CH3:20])[CH3:18])=[CH:14][N:13]=1)([O-:17])=[O:16], predict the reactants needed to synthesize it. The reactants are: CN1C(=O)CCC1.Br[C:9]1[CH:10]=[CH:11][C:12]([N+:15]([O-:17])=[O:16])=[N:13][CH:14]=1.[CH3:18][Si:19]([C:22]#[CH:23])([CH3:21])[CH3:20].C(N(CC)C(C)C)(C)C.